From a dataset of Full USPTO retrosynthesis dataset with 1.9M reactions from patents (1976-2016). Predict the reactants needed to synthesize the given product. (1) Given the product [C:3]([C:2]([CH3:36])([CH3:1])[CH2:5][C@@:6]1([C:30]2[CH:31]=[CH:32][CH:33]=[CH:34][CH:35]=2)[O:11][C:10](=[O:12])[N:9]([C@H:13]([C:15]2[CH:20]=[CH:19][C:18]([C:38]3[N:43]=[N:42][C:41]([C:44]([NH:51][CH:48]4[CH2:50][CH2:49]4)=[O:46])=[CH:40][CH:39]=3)=[CH:17][CH:16]=2)[CH3:14])[CH2:8][CH2:7]1)#[N:4], predict the reactants needed to synthesize it. The reactants are: [CH3:1][C:2]([CH3:36])([CH2:5][C@@:6]1([C:30]2[CH:35]=[CH:34][CH:33]=[CH:32][CH:31]=2)[O:11][C:10](=[O:12])[N:9]([C@H:13]([C:15]2[CH:20]=[CH:19][C:18](B3OC(C)(C)C(C)(C)O3)=[CH:17][CH:16]=2)[CH3:14])[CH2:8][CH2:7]1)[C:3]#[N:4].Cl[C:38]1[N:43]=[N:42][C:41]([C:44]([O:46]C)=O)=[CH:40][CH:39]=1.[CH:48]1([NH2:51])[CH2:50][CH2:49]1. (2) The reactants are: [CH3:1][C:2]1[S:6][C:5]([C:7]([OH:9])=[O:8])=[CH:4][C:3]=1[N+:10]([O-:12])=[O:11].S(=O)(=O)(O)O.O.[CH3:19]O. Given the product [CH3:1][C:2]1[S:6][C:5]([C:7]([O:9][CH3:19])=[O:8])=[CH:4][C:3]=1[N+:10]([O-:12])=[O:11], predict the reactants needed to synthesize it. (3) The reactants are: Br[C:2]1[CH:3]=[CH:4][C:5]([O:18][CH2:19][C:20]2[CH:25]=[CH:24][CH:23]=[CH:22][CH:21]=2)=[C:6]([CH:17]=1)[C:7]([NH:9][C:10]1[CH:11]=[N:12][CH:13]=[C:14]([F:16])[CH:15]=1)=[O:8].[N:26]1[CH:31]=[CH:30][C:29](B(O)O)=[CH:28][CH:27]=1.C(=O)([O-])[O-].[Na+].[Na+]. Given the product [F:16][C:14]1[CH:15]=[C:10]([NH:9][C:7](=[O:8])[C:6]2[CH:17]=[C:2]([C:29]3[CH:30]=[CH:31][N:26]=[CH:27][CH:28]=3)[CH:3]=[CH:4][C:5]=2[O:18][CH2:19][C:20]2[CH:25]=[CH:24][CH:23]=[CH:22][CH:21]=2)[CH:11]=[N:12][CH:13]=1, predict the reactants needed to synthesize it. (4) Given the product [Cl:21][C:22]1[CH:30]=[CH:29][CH:28]=[C:27]2[C:23]=1[CH2:24][CH2:25][N:26]2[C@@H:31]([CH2:35][CH2:34][OH:33])[C:32]([NH:11][C:10]1[CH:5]=[CH:6][C:7]([S:12](=[O:14])(=[O:13])[NH:15][C:16]2[S:20][CH:19]=[CH:18][N:17]=2)=[CH:8][CH:9]=1)=[O:36], predict the reactants needed to synthesize it. The reactants are: C[Al](C)C.[CH:5]1[C:10]([NH2:11])=[CH:9][CH:8]=[C:7]([S:12]([NH:15][C:16]2[S:20][CH:19]=[CH:18][N:17]=2)(=[O:14])=[O:13])[CH:6]=1.[Cl:21][C:22]1[CH:30]=[CH:29][CH:28]=[C:27]2[C:23]=1[CH2:24][CH2:25][N:26]2[C@H:31]1[CH2:35][CH2:34][O:33][C:32]1=[O:36].Cl. (5) Given the product [NH2:3][C:4]1[C:13]2[N:14]=[C:15]([CH2:22][CH3:23])[N:16]([CH2:17][C:18]([OH:21])([CH3:20])[CH3:19])[C:12]=2[C:11]2[CH:10]=[CH:9][C:8]([CH2:24][CH2:25][C:26]([O:28][CH3:29])=[O:27])=[CH:7][C:6]=2[N:5]=1, predict the reactants needed to synthesize it. The reactants are: CO.[NH2:3][C:4]1[C:13]2[N:14]=[C:15]([CH2:22][CH3:23])[N:16]([CH2:17][C:18]([OH:21])([CH3:20])[CH3:19])[C:12]=2[C:11]2[CH:10]=[CH:9][C:8]([CH:24]=[CH:25][C:26]([O:28][CH3:29])=[O:27])=[CH:7][C:6]=2[N:5]=1.